Binary Classification. Given a drug SMILES string, predict its activity (active/inactive) in a high-throughput screening assay against a specified biological target. From a dataset of HIV replication inhibition screening data with 41,000+ compounds from the AIDS Antiviral Screen. The drug is COc1ccc(N=c2ssc3c(=S)ssc23)cc1. The result is 0 (inactive).